This data is from Full USPTO retrosynthesis dataset with 1.9M reactions from patents (1976-2016). The task is: Predict the reactants needed to synthesize the given product. (1) The reactants are: Cl.Cl.[CH3:3][N:4]([CH3:11])[CH:5]1[CH2:10][CH2:9][NH:8][CH2:7][CH2:6]1.F[C:13]1[CH:18]=[CH:17][C:16]([N+:19]([O-:21])=[O:20])=[CH:15][CH:14]=1.Cl. Given the product [CH3:3][N:4]([CH3:11])[CH:5]1[CH2:10][CH2:9][N:8]([C:13]2[CH:18]=[CH:17][C:16]([N+:19]([O-:21])=[O:20])=[CH:15][CH:14]=2)[CH2:7][CH2:6]1, predict the reactants needed to synthesize it. (2) Given the product [CH:1]([O:4][CH:5]([CH2:11][C:12]1[CH:13]=[CH:14][C:15]([NH2:18])=[CH:16][CH:17]=1)[C:6]([O:8][CH2:9][CH3:10])=[O:7])([CH3:2])[CH3:3], predict the reactants needed to synthesize it. The reactants are: [CH:1]([O:4][CH:5]([CH2:11][C:12]1[CH:17]=[CH:16][C:15]([N+:18]([O-])=O)=[CH:14][CH:13]=1)[C:6]([O:8][CH2:9][CH3:10])=[O:7])([CH3:3])[CH3:2]. (3) Given the product [F:12][C:2]([F:1])([F:13])[C:3]1[S:7][CH:6]=[C:5]([CH2:8][OH:9])[CH:4]=1, predict the reactants needed to synthesize it. The reactants are: [F:1][C:2]([F:13])([F:12])[C:3]1[S:7][CH:6]=[C:5]([C:8](OC)=[O:9])[CH:4]=1.CO.[BH4-].[Na+]. (4) The reactants are: [Br:1][C:2]1[CH:3]=[C:4](/[CH:8]=[CH:9]/[C:10]([OH:12])=[O:11])[CH:5]=[CH:6][CH:7]=1.[CH3:13][CH:14](O)[CH3:15].OS(O)(=O)=O.[OH-].[Na+].CC1C=CC(COC(NNC(C2C=NC=CN=2)=O)=O)=CC=1. Given the product [Br:1][C:2]1[CH:3]=[C:4](/[CH:8]=[CH:9]/[C:10]([O:12][CH:14]([CH3:15])[CH3:13])=[O:11])[CH:5]=[CH:6][CH:7]=1, predict the reactants needed to synthesize it. (5) The reactants are: [N+:1]([C:4]1[CH:5]=[C:6]([S:10](Cl)(=[O:12])=[O:11])[CH:7]=[CH:8][CH:9]=1)([O-])=O.[NH2:14][C:15]1([CH2:20][OH:21])[CH2:19][CH2:18][CH2:17][CH2:16]1.C(=O)(O)[O-].[Na+]. Given the product [NH2:1][C:4]1[CH:5]=[C:6]([S:10]([NH:14][C:15]2([CH2:20][OH:21])[CH2:19][CH2:18][CH2:17][CH2:16]2)(=[O:12])=[O:11])[CH:7]=[CH:8][CH:9]=1, predict the reactants needed to synthesize it. (6) Given the product [NH4+:7].[OH-:5].[NH2:7][C@H:8]1[CH2:13][CH2:12][CH2:11][CH2:10][C@H:9]1[NH:14][C:15]1[N:16]=[N:17][C:18]([C:30]([NH2:31])=[O:32])=[C:19]([NH:21][C:22]2[CH:27]=[CH:26][CH:25]=[C:24]([CH2:28][CH3:29])[N:23]=2)[CH:20]=1, predict the reactants needed to synthesize it. The reactants are: C([O:5]C(=O)[NH:7][C@H:8]1[CH2:13][CH2:12][CH2:11][CH2:10][C@H:9]1[NH:14][C:15]1[N:16]=[N:17][C:18]([C:30](=[O:32])[NH2:31])=[C:19]([NH:21][C:22]2[CH:27]=[CH:26][CH:25]=[C:24]([CH2:28][CH3:29])[N:23]=2)[CH:20]=1)(C)(C)C.FC(F)(F)C(O)=O.C(=O)(O)[O-].[Na+]. (7) The reactants are: [CH:1]([C:4]1[CH:9]=[CH:8][CH:7]=[CH:6][C:5]=1[NH:10][C:11]1[CH:16]=[CH:15][C:14]([C:17]2[CH:22]=[CH:21][CH:20]=[CH:19][CH:18]=2)=[CH:13][C:12]=1[NH2:23])([CH3:3])[CH3:2].[CH:24](=O)[C:25]1[CH:30]=[CH:29][CH:28]=[CH:27][CH:26]=1.S([O-])([O-])=O.[Na+].[Na+]. Given the product [CH:1]([C:4]1[CH:9]=[CH:8][CH:7]=[CH:6][C:5]=1[N:10]1[C:11]2[CH:16]=[CH:15][C:14]([C:17]3[CH:22]=[CH:21][CH:20]=[CH:19][CH:18]=3)=[CH:13][C:12]=2[N:23]=[C:24]1[C:25]1[CH:30]=[CH:29][CH:28]=[CH:27][CH:26]=1)([CH3:3])[CH3:2], predict the reactants needed to synthesize it. (8) Given the product [Cl:1][C:2]1[C:10]([N+:11]([O-:13])=[O:12])=[CH:9][C:8]([Cl:14])=[CH:7][C:3]=1[CH:4]=[O:5], predict the reactants needed to synthesize it. The reactants are: [Cl:1][C:2]1[C:10]([N+:11]([O-:13])=[O:12])=[CH:9][C:8]([Cl:14])=[CH:7][C:3]=1[C:4](O)=[O:5].[Cr](Cl)([O-])(=O)=O.[NH+]1C=CC=CC=1. (9) Given the product [Cl:1][C:2]1[C:11]2[N:10]=[C:9]([CH3:12])[CH:8]=[CH:7][C:6]=2[C:5]([B:18]([OH:19])[OH:17])=[CH:4][N:3]=1, predict the reactants needed to synthesize it. The reactants are: [Cl:1][C:2]1[N:3]=[CH:4][C:5](I)=[C:6]2[C:11]=1[N:10]=[C:9]([CH3:12])[CH:8]=[CH:7]2.C([O:17][B:18](OC(C)C)[O:19]C(C)C)(C)C.C([Li])CCC.Cl.